From a dataset of Merck oncology drug combination screen with 23,052 pairs across 39 cell lines. Regression. Given two drug SMILES strings and cell line genomic features, predict the synergy score measuring deviation from expected non-interaction effect. Drug 1: Cc1nc(Nc2ncc(C(=O)Nc3c(C)cccc3Cl)s2)cc(N2CCN(CCO)CC2)n1. Drug 2: CCc1c2c(nc3ccc(O)cc13)-c1cc3c(c(=O)n1C2)COC(=O)C3(O)CC. Cell line: LNCAP. Synergy scores: synergy=-11.8.